This data is from Full USPTO retrosynthesis dataset with 1.9M reactions from patents (1976-2016). The task is: Predict the reactants needed to synthesize the given product. (1) Given the product [Cl:10][C:8]1[CH:9]=[C:2]2[C:3](=[CH:6][CH:7]=1)[C:4]([NH2:5])=[C:3]1[C:2]([CH2:9][CH2:8][CH2:7][CH2:6]1)=[N:1]2, predict the reactants needed to synthesize it. The reactants are: [NH2:1][C:2]1[CH:9]=[C:8]([Cl:10])[CH:7]=[CH:6][C:3]=1[C:4]#[N:5]. (2) Given the product [Cl:1][C:2]1[CH:3]=[C:4]([NH:8][S:9]([C:12]2[CH:13]=[CH:14][C:15]([C:16]([NH:32][C:29]3[S:30][CH:31]=[C:27]([C:22]4[CH:23]=[CH:24][CH:25]=[CH:26][N:21]=4)[N:28]=3)=[O:18])=[CH:19][CH:20]=2)(=[O:10])=[O:11])[CH:5]=[CH:6][CH:7]=1, predict the reactants needed to synthesize it. The reactants are: [Cl:1][C:2]1[CH:3]=[C:4]([NH:8][S:9]([C:12]2[CH:20]=[CH:19][C:15]([C:16]([OH:18])=O)=[CH:14][CH:13]=2)(=[O:11])=[O:10])[CH:5]=[CH:6][CH:7]=1.[N:21]1[CH:26]=[CH:25][CH:24]=[CH:23][C:22]=1[C:27]1[N:28]=[C:29]([NH2:32])[S:30][CH:31]=1.